Dataset: Forward reaction prediction with 1.9M reactions from USPTO patents (1976-2016). Task: Predict the product of the given reaction. (1) The product is: [F:17][C:15]1[CH:16]=[C:11]([CH2:10][C@@H:9]([C:19]2[C:24]([C:25]3[CH:26]=[CH:27][C:28]([F:34])=[C:29]([CH:33]=3)[C:30]([NH2:32])=[O:31])=[CH:23][CH:22]=[CH:21][N:20]=2)[NH:8][C:48](=[O:49])[CH2:47][N:40]2[C:41]3[CH2:42][CH2:43][CH2:44][CH2:45][C:46]=3[C:38]([O:37][CH2:35][CH3:36])=[N:39]2)[CH:12]=[C:13]([F:18])[CH:14]=1. Given the reactants FC(F)(F)C(O)=O.[NH2:8][C@H:9]([C:19]1[C:24]([C:25]2[CH:26]=[CH:27][C:28]([F:34])=[C:29]([CH:33]=2)[C:30]([NH2:32])=[O:31])=[CH:23][CH:22]=[CH:21][N:20]=1)[CH2:10][C:11]1[CH:16]=[C:15]([F:17])[CH:14]=[C:13]([F:18])[CH:12]=1.[CH2:35]([O:37][C:38]1[C:46]2[CH2:45][CH2:44][CH2:43][CH2:42][C:41]=2[N:40]([CH2:47][C:48](O)=[O:49])[N:39]=1)[CH3:36], predict the reaction product. (2) Given the reactants [CH:1]1[CH:6]=[CH:5][CH:4]=[CH:3][CH:2]=1.[Cl-].[Cl-].[Cl-].[Al+3].[C:11](Cl)(=[O:16])/[C:12](=[CH:14]/[CH3:15])/[CH3:13], predict the reaction product. The product is: [CH3:13][CH:12]1[CH:14]([CH3:15])[C:6]2[C:1](=[CH:2][CH:3]=[CH:4][CH:5]=2)[C:11]1=[O:16].